Dataset: Full USPTO retrosynthesis dataset with 1.9M reactions from patents (1976-2016). Task: Predict the reactants needed to synthesize the given product. (1) Given the product [CH2:1]([O:8][C:9]1[N:10]=[N:11][C:12]([C:23]#[C:24][C:25]2[CH:30]=[CH:29][C:28]([C:31]([F:33])([F:34])[F:32])=[CH:27][C:26]=2[F:68])=[CH:13][C:14]=1[O:15][CH2:16][C:17]1[CH:18]=[CH:19][CH:20]=[CH:21][CH:22]=1)[C:2]1[CH:7]=[CH:6][CH:5]=[CH:4][CH:3]=1, predict the reactants needed to synthesize it. The reactants are: [CH2:1]([O:8][C:9]1[N:10]=[N:11][C:12]([C:23]#[C:24][C:25]2[CH:30]=[CH:29][C:28]([C:31]([F:34])([F:33])[F:32])=[C:27](C)[CH:26]=2)=[CH:13][C:14]=1[O:15][CH2:16][C:17]1[CH:22]=[CH:21][CH:20]=[CH:19][CH:18]=1)[C:2]1[CH:7]=[CH:6][CH:5]=[CH:4][CH:3]=1.C(OC1N=NC(C#C)=CC=1OCC1C=CC=CC=1)C1C=CC=CC=1.BrC1C=CC(C(F)(F)[F:68])=CC=1F. (2) Given the product [CH3:21][C:17]1[C:18]([CH3:20])=[CH:19][C:13]2[N+:12]([O-:22])=[N:11][C:10]([NH:6][CH2:5][CH2:4][N:3]([CH2:7][CH3:8])[CH2:1][CH3:2])=[N:15][C:14]=2[CH:16]=1, predict the reactants needed to synthesize it. The reactants are: [CH2:1]([N:3]([CH2:7][CH3:8])[CH2:4][CH2:5][NH2:6])[CH3:2].Cl[C:10]1[N:11]=[N+:12]([O-:22])[C:13]2[CH:19]=[C:18]([CH3:20])[C:17]([CH3:21])=[CH:16][C:14]=2[N:15]=1.